From a dataset of Forward reaction prediction with 1.9M reactions from USPTO patents (1976-2016). Predict the product of the given reaction. (1) Given the reactants CC(C)([O-])C.[K+].[Cl:7][C:8]1[C:9]2[CH2:16][C:15](=[O:17])[NH:14][C:10]=2[N:11]=[CH:12][N:13]=1.[F:18][C:19]1[CH:24]=[CH:23][C:22]([C:25]2[N:26]=[C:27]([CH:37]3[CH2:42][CH2:41][NH:40][CH2:39][CH2:38]3)[N:28]([C@@H:30]3[CH2:35][CH2:34][CH2:33][N:32]([CH3:36])[CH2:31]3)[CH:29]=2)=[CH:21][C:20]=1[C:43]([F:46])([F:45])[F:44], predict the reaction product. The product is: [ClH:7].[F:18][C:19]1[CH:24]=[CH:23][C:22]([C:25]2[N:26]=[C:27]([CH:37]3[CH2:38][CH2:39][N:40]([C:8]4[C:9]5[CH2:16][C:15](=[O:17])[NH:14][C:10]=5[N:11]=[CH:12][N:13]=4)[CH2:41][CH2:42]3)[N:28]([C@@H:30]3[CH2:35][CH2:34][CH2:33][N:32]([CH3:36])[CH2:31]3)[CH:29]=2)=[CH:21][C:20]=1[C:43]([F:46])([F:44])[F:45]. (2) Given the reactants F[C:2]1[CH:7]=[CH:6][C:5]([C@H:8]([CH:33]2[CH2:38][CH2:37][O:36][CH2:35][CH2:34]2)[N:9]2[C:17]3[CH:16]=[CH:15][CH:14]=[C:13]([S:18]([CH3:21])(=[O:20])=[O:19])[C:12]=3[C:11]3[N:22]=[CH:23][C:24]([C:26]4[N:30]([CH3:31])[N:29]=[N:28][C:27]=4[CH3:32])=[CH:25][C:10]2=3)=[CH:4][CH:3]=1.CN1C(C2C=NC3C4C(S(C)(=O)=O)=CC=CC=4NC=3C=2)=C(C)N=N1.C1([C@@H](C2CCOCC2)O)C=CC=CC=1, predict the reaction product. The product is: [CH3:21][S:18]([C:13]1[C:12]2[C:11]3[N:22]=[CH:23][C:24]([C:26]4[N:30]([CH3:31])[N:29]=[N:28][C:27]=4[CH3:32])=[CH:25][C:10]=3[N:9]([C@@H:8]([CH:33]3[CH2:38][CH2:37][O:36][CH2:35][CH2:34]3)[C:5]3[CH:4]=[CH:3][CH:2]=[CH:7][CH:6]=3)[C:17]=2[CH:16]=[CH:15][CH:14]=1)(=[O:20])=[O:19]. (3) The product is: [OH:20][NH:19][C:15](=[O:17])/[CH:14]=[CH:13]/[C:8]1[CH:9]=[CH:10][CH:11]=[CH:12][C:7]=1[N:1]1[CH2:6][CH2:5][CH2:4][CH2:3][CH2:2]1. Given the reactants [N:1]1([C:7]2[CH:12]=[CH:11][CH:10]=[CH:9][C:8]=2/[CH:13]=[CH:14]/[C:15]([O:17]C)=O)[CH2:6][CH2:5][CH2:4][CH2:3][CH2:2]1.[NH2:19][OH:20].[OH-].[Na+].Cl, predict the reaction product. (4) Given the reactants [Cl:1][C:2]1[CH:7]=[C:6]([Cl:8])[C:5]([OH:9])=[CH:4][C:3]=1[N:10]=[C:11]([N:15]1[CH2:19][CH2:18][CH2:17][CH2:16]1)[C:12]([NH2:14])=[O:13].C(=O)([O-])[O-].[K+].[K+].Br[CH:27]([CH3:33])[C:28]([O:30][CH2:31][CH3:32])=[O:29], predict the reaction product. The product is: [Cl:1][C:2]1[CH:7]=[C:6]([Cl:8])[C:5]([O:9][CH:27]([C:28]([O:30][CH2:31][CH3:32])=[O:29])[CH3:33])=[CH:4][C:3]=1[N:10]=[C:11]([N:15]1[CH2:19][CH2:18][CH2:17][CH2:16]1)[C:12]([NH2:14])=[O:13]. (5) Given the reactants ClC(Cl)(O[C:5](=[O:11])[O:6][C:7](Cl)(Cl)Cl)Cl.[NH2:13][C:14]1[CH:19]=[CH:18][C:17]([C:20]2[C:30]3[C:29](=[O:31])[N:28]([CH2:32][CH3:33])[CH2:27][C:26]([CH3:35])([CH3:34])[O:25][C:24]=3[N:23]=[C:22]([N:36]3[CH2:42][CH:41]4[O:43][CH:38]([CH2:39][CH2:40]4)[CH2:37]3)[N:21]=2)=[CH:16][C:15]=1[F:44].C(N(CC)CC)C.[CH2:52](O)[C@@H:53]([OH:55])C, predict the reaction product. The product is: [OH:55][C@@H:53]([CH3:52])[CH2:7][O:6][C:5](=[O:11])[NH:13][C:14]1[CH:19]=[CH:18][C:17]([C:20]2[C:30]3[C:29](=[O:31])[N:28]([CH2:32][CH3:33])[CH2:27][C:26]([CH3:34])([CH3:35])[O:25][C:24]=3[N:23]=[C:22]([N:36]3[CH2:37][CH:38]4[O:43][CH:41]([CH2:40][CH2:39]4)[CH2:42]3)[N:21]=2)=[CH:16][C:15]=1[F:44]. (6) The product is: [Cl:1][C:2]1[CH:7]=[CH:6][C:5]([C:8]2[N:12]([CH2:13][C:14]3[CH:19]=[CH:18][C:17]([C:20]#[N:46])=[CH:16][CH:15]=3)[C:11]3[CH:25]=[C:26]([F:30])[C:27]([F:29])=[CH:28][C:10]=3[N:9]=2)=[C:4]([O:31][CH3:32])[CH:3]=1. Given the reactants [Cl:1][C:2]1[CH:7]=[CH:6][C:5]([C:8]2[N:12]([CH2:13][C:14]3[CH:19]=[CH:18][C:17]([CH2:20]CC(O)=O)=[CH:16][CH:15]=3)[C:11]3[CH:25]=[C:26]([F:30])[C:27]([F:29])=[CH:28][C:10]=3[N:9]=2)=[C:4]([O:31][CH2:32]C2CCCC2)[CH:3]=1.ClC1C=CC(C2N(CC3C=C(C=CC=3)C(O)=O)C3C=C(F)C(F)=CC=3[N:46]=2)=C(OCC2CCCC2)C=1.BrCC1C=CC(C#N)=CC=1, predict the reaction product.